From a dataset of Catalyst prediction with 721,799 reactions and 888 catalyst types from USPTO. Predict which catalyst facilitates the given reaction. Reactant: C(O/[CH:4]=[N:5]/[NH:6][C:7]([O:9]C)=O)C.[C:11]1([CH2:17][N:18]2[CH2:23][CH2:22][CH:21]([NH2:24])[CH2:20][CH2:19]2)[CH:16]=[CH:15][CH:14]=[CH:13][CH:12]=1.C[O-].[Na+]. Product: [C:11]1([CH2:17][N:18]2[CH2:23][CH2:22][CH:21]([N:24]3[CH:4]=[N:5][NH:6][C:7]3=[O:9])[CH2:20][CH2:19]2)[CH:12]=[CH:13][CH:14]=[CH:15][CH:16]=1. The catalyst class is: 5.